Dataset: Catalyst prediction with 721,799 reactions and 888 catalyst types from USPTO. Task: Predict which catalyst facilitates the given reaction. (1) Product: [OH:49][C:50]1[N:55]=[CH:54][C:53]([C:56]2[CH:57]=[C:58]([NH:62][C:22]([C:17]3[C:18](=[O:21])[O:19][C:20]4[C:15]([CH:16]=3)=[CH:14][CH:13]=[CH:12][C:11]=4[OH:10])=[O:24])[CH:59]=[CH:60][CH:61]=2)=[CH:52][CH:51]=1. The catalyst class is: 3. Reactant: CCN(C(C)C)C(C)C.[OH:10][C:11]1[CH:12]=[CH:13][CH:14]=[C:15]2[C:20]=1[O:19][C:18](=[O:21])[C:17]([C:22]([OH:24])=O)=[CH:16]2.CN(C(ON1N=NC2C=CC=NC1=2)=[N+](C)C)C.F[P-](F)(F)(F)(F)F.[OH:49][C:50]1[N:55]=[CH:54][C:53]([C:56]2[CH:57]=[C:58]([NH2:62])[CH:59]=[CH:60][CH:61]=2)=[CH:52][CH:51]=1. (2) Reactant: [Br:1][C:2]1[C:8]([F:9])=[CH:7][C:5]([NH2:6])=[C:4](I)[CH:3]=1.C(=O)(O)[O-].[Na+].[C:16]([O:20][CH2:21][CH3:22])(=[O:19])[CH:17]=[CH2:18].CN(C=O)C. Product: [NH2:6][C:5]1[CH:7]=[C:8]([F:9])[C:2]([Br:1])=[CH:3][C:4]=1/[CH:18]=[CH:17]/[C:16]([O:20][CH2:21][CH3:22])=[O:19]. The catalyst class is: 6. (3) Reactant: [CH2:1]([NH:3][C:4](=[O:19])[N:5]([C:7]1[CH:12]=[CH:11][C:10]([S:13][C:14]([F:17])([F:16])[F:15])=[CH:9][C:8]=1[F:18])[CH3:6])[CH3:2].[F:20][C:21]1[CH:29]=[CH:28][CH:27]=[C:26]([F:30])[C:22]=1[C:23](Cl)=[O:24].O.C(OCC)(=O)C. Product: [F:20][C:21]1[CH:29]=[CH:28][CH:27]=[C:26]([F:30])[C:22]=1[C:23]([N:3]([CH2:1][CH3:2])[C:4]([N:5]([C:7]1[CH:12]=[CH:11][C:10]([S:13][C:14]([F:16])([F:15])[F:17])=[CH:9][C:8]=1[F:18])[CH3:6])=[O:19])=[O:24]. The catalyst class is: 17.